From a dataset of Buchwald-Hartwig C-N cross coupling reaction yields with 55,370 reactions. Predict the reaction yield, written as a fraction of the theoretical maximum amount of product (1.0 means a 100% yield; for example, 0.34 means a 34% yield). (1) The reactants are CCc1ccc(Br)cc1.Cc1ccc(N)cc1.O=S(=O)(O[Pd]1c2ccccc2-c2ccccc2N~1)C(F)(F)F.CC(C)c1cc(C(C)C)c(-c2ccccc2P(C2CCCCC2)C2CCCCC2)c(C(C)C)c1.CCN=P(N=P(N(C)C)(N(C)C)N(C)C)(N(C)C)N(C)C.CCOC(=O)c1cc(C)no1. No catalyst specified. The product is CCc1ccc(Nc2ccc(C)cc2)cc1. The yield is 0.590. (2) The reactants are CCc1ccc(I)cc1.Cc1ccc(N)cc1.O=S(=O)(O[Pd]1c2ccccc2-c2ccccc2N~1)C(F)(F)F.COc1ccc(OC)c(P(C(C)(C)C)C(C)(C)C)c1-c1c(C(C)C)cc(C(C)C)cc1C(C)C.CN1CCCN2CCCN=C12.CCOC(=O)c1cc(C)no1. No catalyst specified. The product is CCc1ccc(Nc2ccc(C)cc2)cc1. The yield is 0.827. (3) The reactants are FC(F)(F)c1ccc(I)cc1.Cc1ccc(N)cc1.O=S(=O)(O[Pd]1c2ccccc2-c2ccccc2N~1)C(F)(F)F.CC(C)c1cc(C(C)C)c(-c2ccccc2P(C2CCCCC2)C2CCCCC2)c(C(C)C)c1.CN1CCCN2CCCN=C12.c1ccc(CN(Cc2ccccc2)c2ccon2)cc1. No catalyst specified. The product is Cc1ccc(Nc2ccc(C(F)(F)F)cc2)cc1. The yield is 0.390. (4) The reactants are COc1ccc(Br)cc1.Cc1ccc(N)cc1.O=S(=O)(O[Pd]1c2ccccc2-c2ccccc2N~1)C(F)(F)F.COc1ccc(OC)c(P(C(C)(C)C)C(C)(C)C)c1-c1c(C(C)C)cc(C(C)C)cc1C(C)C.CN1CCCN2CCCN=C12.Cc1ccon1. No catalyst specified. The product is COc1ccc(Nc2ccc(C)cc2)cc1. The yield is 0.484. (5) The product is COc1ccc(Nc2ccc(C)cc2)cc1. No catalyst specified. The yield is 0.267. The reactants are COc1ccc(I)cc1.Cc1ccc(N)cc1.O=S(=O)(O[Pd]1c2ccccc2-c2ccccc2N~1)C(F)(F)F.CC(C)c1cc(C(C)C)c(-c2ccccc2P(C2CCCCC2)C2CCCCC2)c(C(C)C)c1.CN1CCCN2CCCN=C12.CCOC(=O)c1cc(C)no1.